This data is from Reaction yield outcomes from USPTO patents with 853,638 reactions. The task is: Predict the reaction yield, written as a fraction of the theoretical maximum amount of product (1.0 means a 100% yield; for example, 0.34 means a 34% yield). The reactants are Br[CH2:2][CH2:3][N:4]([C:9]1[CH:10]=[C:11]([CH:16]=[CH:17][C:18]=1[O:19][CH3:20])[C:12]([O:14][CH3:15])=[O:13])[S:5]([CH3:8])(=[O:7])=[O:6].[CH3:21][N:22]1[CH2:27][CH2:26][NH:25][CH2:24][CH2:23]1.C([O-])([O-])=O.[K+].[K+]. The catalyst is C(#N)C. The product is [CH3:20][O:19][C:18]1[CH:17]=[CH:16][C:11]([C:12]([O:14][CH3:15])=[O:13])=[CH:10][C:9]=1[N:4]([CH2:3][CH2:2][N:25]1[CH2:26][CH2:27][N:22]([CH3:21])[CH2:23][CH2:24]1)[S:5]([CH3:8])(=[O:7])=[O:6]. The yield is 0.890.